This data is from Forward reaction prediction with 1.9M reactions from USPTO patents (1976-2016). The task is: Predict the product of the given reaction. (1) Given the reactants [Cl:1][C:2]1[CH:7]=[CH:6][CH:5]=[C:4]([N+:8]([O-])=O)[C:3]=1[NH:11][C:12]1[CH:17]=[CH:16][CH:15]=[CH:14][CH:13]=1.[NH4+].[Cl-], predict the reaction product. The product is: [Cl:1][C:2]1[CH:7]=[CH:6][CH:5]=[C:4]([NH2:8])[C:3]=1[NH:11][C:12]1[CH:13]=[CH:14][CH:15]=[CH:16][CH:17]=1. (2) Given the reactants [CH3:1][O:2][C:3]1[CH:8]=[CH:7][C:6]([CH2:9][C:10]([CH3:19])([CH3:18])[C:11]([O:13][C:14]([CH3:17])([CH3:16])[CH3:15])=[O:12])=[CH:5][CH:4]=1.[I:20]I, predict the reaction product. The product is: [I:20][C:4]1[CH:5]=[C:6]([CH2:9][C:10]([CH3:19])([CH3:18])[C:11]([O:13][C:14]([CH3:17])([CH3:16])[CH3:15])=[O:12])[CH:7]=[CH:8][C:3]=1[O:2][CH3:1]. (3) Given the reactants [CH2:1]([C:3]1[CH:4]=[N:5][C:6]([N:9]2[CH2:14][CH2:13][CH:12]([CH2:15][CH2:16][CH2:17][O:18][C:19]3[CH:27]=[CH:26][C:22]([C:23](O)=[O:24])=[C:21]([CH3:28])[N:20]=3)[CH2:11][CH2:10]2)=[N:7][CH:8]=1)[CH3:2].[NH3:29].O1CCOCC1, predict the reaction product. The product is: [CH2:1]([C:3]1[CH:4]=[N:5][C:6]([N:9]2[CH2:10][CH2:11][CH:12]([CH2:15][CH2:16][CH2:17][O:18][C:19]3[CH:27]=[CH:26][C:22]([C:23]([NH2:29])=[O:24])=[C:21]([CH3:28])[N:20]=3)[CH2:13][CH2:14]2)=[N:7][CH:8]=1)[CH3:2].